This data is from Catalyst prediction with 721,799 reactions and 888 catalyst types from USPTO. The task is: Predict which catalyst facilitates the given reaction. (1) The catalyst class is: 99. Reactant: [C:1]([O:4][CH2:5][CH:6]1[CH2:10][C:9]2[C:11]3[C:20]([C:21]([O:23][CH3:24])=[O:22])=[C:19]([C:25]4[CH:30]=[CH:29][C:28]([F:31])=[CH:27][CH:26]=4)[O:18][C:12]=3[CH:13]=[C:14]([N+:15]([O-])=O)[C:8]=2[O:7]1)(=[O:3])[CH3:2]. Product: [C:1]([O:4][CH2:5][CH:6]1[CH2:10][C:9]2[C:11]3[C:20]([C:21]([O:23][CH3:24])=[O:22])=[C:19]([C:25]4[CH:30]=[CH:29][C:28]([F:31])=[CH:27][CH:26]=4)[O:18][C:12]=3[CH:13]=[C:14]([NH2:15])[C:8]=2[O:7]1)(=[O:3])[CH3:2]. (2) The catalyst class is: 3. Reactant: [H-].[Na+].[OH:3][C:4]1[CH:5]=[N:6][CH:7]=[CH:8][CH:9]=1.Br[CH:11]([CH3:19])[C:12]([O:14][C:15]([CH3:18])([CH3:17])[CH3:16])=[O:13].C(=O)(O)[O-].[Na+]. Product: [N:6]1[CH:7]=[CH:8][CH:9]=[C:4]([O:3][CH:11]([CH3:19])[C:12]([O:14][C:15]([CH3:18])([CH3:17])[CH3:16])=[O:13])[CH:5]=1. (3) Reactant: [C:9](O[C:9]([O:11][C:12]([CH3:15])([CH3:14])[CH3:13])=[O:10])([O:11][C:12]([CH3:15])([CH3:14])[CH3:13])=[O:10].[O:16]=[C:17]1[C:25](=[O:26])[C:24]2[C:19](=[CH:20][CH:21]=[C:22]([CH:27]([CH2:33][CH2:34][CH3:35])[C:28]([O:30][CH2:31][CH3:32])=[O:29])[CH:23]=2)[NH:18]1. Product: [CH2:31]([O:30][C:28]([CH:27]([C:22]1[CH:23]=[C:24]2[C:19](=[CH:20][CH:21]=1)[N:18]([C:9]([O:11][C:12]([CH3:13])([CH3:14])[CH3:15])=[O:10])[C:17](=[O:16])[C:25]2=[O:26])[CH2:33][CH2:34][CH3:35])=[O:29])[CH3:32]. The catalyst class is: 367. (4) The catalyst class is: 755. Product: [CH3:1][C:14]1[CH:15]=[C:16]([CH2:26][CH2:27][NH:28][C:29]([C:31]2[CH:32]=[CH:33][C:34]([C:37]3[CH:38]=[CH:39][C:40]([Cl:43])=[CH:41][CH:42]=3)=[CH:35][CH:36]=2)=[O:30])[CH:17]=[CH:18][C:19]=1[CH2:20][N:21]1[CH2:22][CH2:23][CH2:24][CH2:25]1. Reactant: [CH3:1]OB(O)O.C([O-])([O-])=O.[Na+].[Na+].Cl.Br[C:14]1[CH:15]=[C:16]([CH2:26][CH2:27][NH:28][C:29]([C:31]2[CH:36]=[CH:35][C:34]([C:37]3[CH:42]=[CH:41][C:40]([Cl:43])=[CH:39][CH:38]=3)=[CH:33][CH:32]=2)=[O:30])[CH:17]=[CH:18][C:19]=1[CH2:20][N:21]1[CH2:25][CH2:24][CH2:23][CH2:22]1. (5) Reactant: Br[C:2]1[CH:7]=[C:6]([CH2:8][NH:9][C:10]2[CH:28]=[CH:27][CH:26]=[CH:25][C:11]=2[C:12]([NH:14][C:15]2[CH:20]=[CH:19][CH:18]=[C:17]([C:21]([F:24])([F:23])[F:22])[CH:16]=2)=[O:13])[CH:5]=[CH:4][N:3]=1.[CH3:29][N:30]([CH2:32][CH2:33][NH2:34])[CH3:31]. Product: [CH3:29][N:30]([CH3:31])[CH2:32][CH2:33][NH:34][C:2]1[CH:7]=[C:6]([CH2:8][NH:9][C:10]2[CH:28]=[CH:27][CH:26]=[CH:25][C:11]=2[C:12]([NH:14][C:15]2[CH:20]=[CH:19][CH:18]=[C:17]([C:21]([F:23])([F:24])[F:22])[CH:16]=2)=[O:13])[CH:5]=[CH:4][N:3]=1. The catalyst class is: 17.